This data is from Forward reaction prediction with 1.9M reactions from USPTO patents (1976-2016). The task is: Predict the product of the given reaction. (1) Given the reactants I[C:2]1[S:6][C:5]([O:7][C:8]2[CH:13]=[CH:12][C:11]([O:14][C:15]3[CH:20]=[CH:19][CH:18]=[CH:17][CH:16]=3)=[CH:10][CH:9]=2)=[N:4][CH:3]=1.[C:21]([O:25][C:26](=[O:37])[N:27]([CH:33]([CH3:36])[C:34]#[CH:35])[C:28]1[S:29][CH:30]=[CH:31][N:32]=1)([CH3:24])([CH3:23])[CH3:22].C(N(CC)CC)C.O, predict the reaction product. The product is: [C:21]([O:25][C:26](=[O:37])[N:27]([CH:33]([CH3:36])[C:34]#[C:35][C:2]1[S:6][C:5]([O:7][C:8]2[CH:13]=[CH:12][C:11]([O:14][C:15]3[CH:20]=[CH:19][CH:18]=[CH:17][CH:16]=3)=[CH:10][CH:9]=2)=[N:4][CH:3]=1)[C:28]1[S:29][CH:30]=[CH:31][N:32]=1)([CH3:24])([CH3:23])[CH3:22]. (2) Given the reactants [CH3:1][C:2]([CH3:5])([O-:4])[CH3:3].[K+].[CH2:7]([C:22]([CH2:40][O:41][CH2:42][CH2:43][O:44][CH2:45][CH2:46][O:47][CH2:48][CH2:49][O:50][CH2:51][CH2:52][O:53][CH3:54])([CH2:38][OH:39])[CH2:23][O:24][CH2:25][CH2:26][O:27][CH2:28][CH2:29][O:30][CH2:31][CH2:32][O:33][CH2:34][CH2:35][O:36][CH3:37])[O:8][CH2:9][CH2:10][O:11][CH2:12][CH2:13][O:14][CH2:15][CH2:16][O:17][CH2:18][CH2:19][O:20][CH3:21].[CH2:55]([O:57]CC)[CH3:56], predict the reaction product. The product is: [CH2:23]([C:22]([CH2:40][O:41][CH2:42][CH2:43][O:44][CH2:45][CH2:46][O:47][CH2:48][CH2:49][O:50][CH2:51][CH2:52][O:53][CH3:54])([CH2:38][O:39][CH2:56][C:55]([O:4][C:2]([CH3:5])([CH3:3])[CH3:1])=[O:57])[CH2:7][O:8][CH2:9][CH2:10][O:11][CH2:12][CH2:13][O:14][CH2:15][CH2:16][O:17][CH2:18][CH2:19][O:20][CH3:21])[O:24][CH2:25][CH2:26][O:27][CH2:28][CH2:29][O:30][CH2:31][CH2:32][O:33][CH2:34][CH2:35][O:36][CH3:37]. (3) Given the reactants C(/[C:6]1[O:7][C:8]2[CH:15]=[CH:14][CH:13]=[CH:12][C:9]=2[C:10]=1S)=C\C=C\C.C1N2CN3CN(C2)CN1C3, predict the reaction product. The product is: [O:7]1[C:8]2[CH:15]=[CH:14][CH:13]=[CH:12][C:9]=2[CH:10]=[CH:6]1. (4) The product is: [CH3:25][C:24]1[CH:23]=[CH:22][N:21]=[CH:20][C:19]=1[N:13]1[CH2:12][CH2:11][C:10]2[C:15](=[CH:16][C:17]3[NH:5][N:6]=[CH:7][C:8]=3[CH:9]=2)[C:14]1=[O:18]. Given the reactants Cl.C([N:5]1[C:17]2[CH:16]=[C:15]3[C:10]([CH2:11][CH2:12][N:13]([C:19]4[CH:20]=[N:21][CH:22]=[CH:23][C:24]=4[CH3:25])[C:14]3=[O:18])=[CH:9][C:8]=2[CH:7]=[N:6]1)(=O)C.C(OCC)(=O)C, predict the reaction product. (5) Given the reactants [OH:1][CH2:2][C:3]1[N:4]([C:15]2[CH:20]=[CH:19][CH:18]=[CH:17][C:16]=2[CH3:21])[C:5](=[O:14])[C:6]2[C:11]([CH:12]=1)=[CH:10][CH:9]=[CH:8][C:7]=2[CH3:13], predict the reaction product. The product is: [CH3:13][C:7]1[CH:8]=[CH:9][CH:10]=[C:11]2[C:6]=1[C:5](=[O:14])[N:4]([C:15]1[CH:20]=[CH:19][CH:18]=[CH:17][C:16]=1[CH3:21])[C:3]([CH:2]=[O:1])=[CH:12]2. (6) Given the reactants [Br:1][C:2]1[N:6]=[C:5]([N:7](CC2C=CC(OC)=CC=2)[S:8]([C:11]2[CH:19]=[C:18]3[C:14]([C:15]([C:21]4[CH:26]=[CH:25][C:24]([C:27]([F:30])([F:29])[F:28])=[CH:23][C:22]=4[C:31]4[N:35]([CH3:36])[N:34]=[CH:33][CH:32]=4)=[CH:16][N:17]3[CH3:20])=[CH:13][CH:12]=2)(=[O:10])=[O:9])[S:4][N:3]=1.FC(F)(F)C(O)=O, predict the reaction product. The product is: [Br:1][C:2]1[N:6]=[C:5]([NH:7][S:8]([C:11]2[CH:19]=[C:18]3[C:14]([C:15]([C:21]4[CH:26]=[CH:25][C:24]([C:27]([F:28])([F:29])[F:30])=[CH:23][C:22]=4[C:31]4[N:35]([CH3:36])[N:34]=[CH:33][CH:32]=4)=[CH:16][N:17]3[CH3:20])=[CH:13][CH:12]=2)(=[O:9])=[O:10])[S:4][N:3]=1. (7) Given the reactants B(Br)(Br)Br.C[O:6][C:7]1[CH:15]=[CH:14][CH:13]=[C:12]2[C:8]=1[CH:9]=[C:10]([C:16]([O:18][CH3:19])=[O:17])[NH:11]2, predict the reaction product. The product is: [OH:6][C:7]1[CH:15]=[CH:14][CH:13]=[C:12]2[C:8]=1[CH:9]=[C:10]([C:16]([O:18][CH3:19])=[O:17])[NH:11]2.